From a dataset of Reaction yield outcomes from USPTO patents with 853,638 reactions. Predict the reaction yield, written as a fraction of the theoretical maximum amount of product (1.0 means a 100% yield; for example, 0.34 means a 34% yield). (1) The reactants are [CH3:1][O:2][C:3]1[C:8]([O:9][CH3:10])=[CH:7][C:6]([CH:11]([C:13]2[C:14]([O:21][CH3:22])=[N:15][C:16]([O:19][CH3:20])=[N:17][CH:18]=2)[OH:12])=[C:5]([CH:23]([CH3:31])[CH2:24][C:25]2[CH:30]=[CH:29][CH:28]=[CH:27][CH:26]=2)[CH:4]=1. The catalyst is C1(C)C=CC=CC=1.O=[Mn]=O. The product is [CH3:1][O:2][C:3]1[C:8]([O:9][CH3:10])=[CH:7][C:6]([C:11]([C:13]2[C:14]([O:21][CH3:22])=[N:15][C:16]([O:19][CH3:20])=[N:17][CH:18]=2)=[O:12])=[C:5]([CH:23]([CH3:31])[CH2:24][C:25]2[CH:26]=[CH:27][CH:28]=[CH:29][CH:30]=2)[CH:4]=1. The yield is 0.620. (2) The catalyst is O1CCOCC1.O.C1C=CC([P]([Pd]([P](C2C=CC=CC=2)(C2C=CC=CC=2)C2C=CC=CC=2)([P](C2C=CC=CC=2)(C2C=CC=CC=2)C2C=CC=CC=2)[P](C2C=CC=CC=2)(C2C=CC=CC=2)C2C=CC=CC=2)(C2C=CC=CC=2)C2C=CC=CC=2)=CC=1. The reactants are [Br:1][C:2]1[CH:7]=[CH:6][C:5](I)=[CH:4][CH:3]=1.[OH:9][C:10]1[CH:15]=[CH:14][CH:13]=[CH:12][C:11]=1B(O)O.[O-]P([O-])([O-])=O.[K+].[K+].[K+]. The yield is 0.920. The product is [Br:1][C:2]1[CH:7]=[CH:6][C:5]([C:11]2[C:10]([OH:9])=[CH:15][CH:14]=[CH:13][CH:12]=2)=[CH:4][CH:3]=1. (3) The yield is 0.510. The reactants are [F:1][C:2]1[CH:7]=[CH:6][C:5]([NH:8][C:9]([CH:11]2[CH2:16][CH2:15][CH2:14][CH2:13][CH2:12]2)=[O:10])=[CH:4][C:3]=1[N+:17]([O-:19])=[O:18].[CH3:20][Si]([N-][Si](C)(C)C)(C)C.[Na+].IC. The catalyst is CS(C)=O.C(OCC)(=O)C. The product is [F:1][C:2]1[CH:7]=[CH:6][C:5]([N:8]([CH3:20])[C:9]([CH:11]2[CH2:16][CH2:15][CH2:14][CH2:13][CH2:12]2)=[O:10])=[CH:4][C:3]=1[N+:17]([O-:19])=[O:18]. (4) The reactants are [NH2:1][C:2]1[CH:20]=[CH:19][C:5]([O:6][C:7]2[N:12]=[CH:11][N:10]=[C:9]([NH:13][C:14]([CH:16]3[CH2:18][CH2:17]3)=[O:15])[CH:8]=2)=C[C:3]=1C.C1(C([NH2:27])=O)CC1.C1(P(C2C=CC=CC=2)[C:35]2C=CC3[C:37](=CC=CC=3)[C:36]=2[C:45]2C3C(=CC=CC=3)C=CC=2P(C2C=CC=CC=2)C2C=CC=CC=2)C=CC=CC=1.[C:74]([O-:77])([O-])=[O:75].[Cs+].[Cs+]. The catalyst is O1CCOCC1.C1C=CC(/C=C/C(/C=C/C2C=CC=CC=2)=O)=CC=1.C1C=CC(/C=C/C(/C=C/C2C=CC=CC=2)=O)=CC=1.C1C=CC(/C=C/C(/C=C/C2C=CC=CC=2)=O)=CC=1.[Pd].[Pd]. The product is [CH:16]1([C:14]([NH:13][C:9]2[N:10]=[CH:11][N:12]=[C:7]([O:6][C:5]3[N:27]=[CH:3][C:2]([NH:1][C:74](=[O:75])[O:77][C:36]([CH3:45])([CH3:37])[CH3:35])=[CH:20][CH:19]=3)[CH:8]=2)=[O:15])[CH2:17][CH2:18]1. The yield is 0.708.